Dataset: Reaction yield outcomes from USPTO patents with 853,638 reactions. Task: Predict the reaction yield, written as a fraction of the theoretical maximum amount of product (1.0 means a 100% yield; for example, 0.34 means a 34% yield). (1) The reactants are Cl.Cl[C:3]1[CH:8]=[C:7]([C:9]2[CH:14]=[CH:13][CH:12]=[C:11]([Cl:15])[CH:10]=2)[N:6]=[C:5]2[CH2:16][CH2:17][CH2:18][C:4]=12.[NH2:19][C:20]1[CH:25]=[CH:24][C:23]([CH2:26][CH2:27][CH2:28][C:29]([NH2:31])=[O:30])=[CH:22][CH:21]=1.[OH-].[Na+]. The catalyst is Cl.CN1C(=O)CCC1.O. The product is [Cl:15][C:11]1[CH:10]=[C:9]([C:7]2[N:6]=[C:5]3[CH2:16][CH2:17][CH2:18][C:4]3=[C:3]([NH:19][C:20]3[CH:21]=[CH:22][C:23]([CH2:26][CH2:27][CH2:28][C:29]([NH2:31])=[O:30])=[CH:24][CH:25]=3)[CH:8]=2)[CH:14]=[CH:13][CH:12]=1. The yield is 0.370. (2) The reactants are [CH2:1]([C:5]1[N:10]=[C:9]([CH3:11])[N:8]([C:12]2[CH:17]=[CH:16][C:15]([OH:18])=[CH:14][CH:13]=2)[C:7](=[O:19])[C:6]=1[CH2:20][C:21]1[CH:26]=[CH:25][C:24]([C:27]2[CH:32]=[CH:31][CH:30]=[CH:29][C:28]=2[C:33]2[NH:37][C:36](=[O:38])[O:35][N:34]=2)=[CH:23][CH:22]=1)[CH2:2][CH2:3][CH3:4].[Si]([O:46][CH:47]1[CH2:52][CH2:51][CH:50](O)[CH2:49][CH2:48]1)(C(C)(C)C)(C)C.C1(P(C2C=CC=CC=2)C2C=CC=CC=2)C=CC=CC=1.N(C(OC(C)C)=O)=NC(OC(C)C)=O. The catalyst is O1CCCC1.O. The product is [CH2:1]([C:5]1[N:10]=[C:9]([CH3:11])[N:8]([C:12]2[CH:17]=[CH:16][C:15]([O:18][C@H:50]3[CH2:51][CH2:52][C@H:47]([OH:46])[CH2:48][CH2:49]3)=[CH:14][CH:13]=2)[C:7](=[O:19])[C:6]=1[CH2:20][C:21]1[CH:26]=[CH:25][C:24]([C:27]2[CH:32]=[CH:31][CH:30]=[CH:29][C:28]=2[C:33]2[NH:37][C:36](=[O:38])[O:35][N:34]=2)=[CH:23][CH:22]=1)[CH2:2][CH2:3][CH3:4]. The yield is 0.330. (3) The reactants are [Br:1][C:2]1[C:3]([CH3:12])=[C:4]([N+:9]([O-])=O)[C:5]([NH2:8])=[N:6][CH:7]=1.Cl.CCO. The catalyst is [Fe].O. The product is [Br:1][C:2]1[C:3]([CH3:12])=[C:4]([NH2:9])[C:5]([NH2:8])=[N:6][CH:7]=1. The yield is 0.900. (4) The reactants are Br[C:2]1[C:11]2[C:6](=[CH:7][CH:8]=[C:9]([C:12]([NH2:14])=[O:13])[CH:10]=2)[CH:5]=[N:4][CH:3]=1.[F:15][C:16]([F:27])([F:26])[C:17]1[CH:22]=[CH:21][C:20](B(O)O)=[CH:19][CH:18]=1.C(=O)([O-])[O-].[Cs+].[Cs+]. The catalyst is O1CCOCC1.O.C1(P([C-]2C=CC=C2)C2C=CC=CC=2)C=CC=CC=1.[C-]1(P(C2C=CC=CC=2)C2C=CC=CC=2)C=CC=C1.[Fe+2].[Pd](Cl)Cl. The product is [F:15][C:16]([F:27])([F:26])[C:17]1[CH:22]=[CH:21][C:20]([C:2]2[C:11]3[C:6](=[CH:7][CH:8]=[C:9]([C:12]([NH2:14])=[O:13])[CH:10]=3)[CH:5]=[N:4][CH:3]=2)=[CH:19][CH:18]=1. The yield is 0.820. (5) The reactants are Br[C:2]1[C:11]2[O:10][CH:9]([CH:12]([CH3:14])[CH3:13])[C:8](=[O:15])[NH:7][C:6]=2[CH:5]=[C:4]([O:16][CH3:17])[CH:3]=1.[CH3:18][N:19]1[CH:24]=[C:23](B2OC(C)(C)C(C)(C)O2)[C:22]2[CH:34]=[CH:35][N:36]([S:37]([C:40]3[CH:45]=[CH:44][C:43]([CH3:46])=[CH:42][CH:41]=3)(=[O:39])=[O:38])[C:21]=2[C:20]1=[O:47].C(=O)([O-])[O-].[K+].[K+].ClCCl. The catalyst is O1CCOCC1.O. The product is [CH:12]([CH:9]1[C:8](=[O:15])[NH:7][C:6]2[CH:5]=[C:4]([O:16][CH3:17])[CH:3]=[C:2]([C:23]3[C:22]4[CH:34]=[CH:35][N:36]([S:37]([C:40]5[CH:45]=[CH:44][C:43]([CH3:46])=[CH:42][CH:41]=5)(=[O:39])=[O:38])[C:21]=4[C:20](=[O:47])[N:19]([CH3:18])[CH:24]=3)[C:11]=2[O:10]1)([CH3:14])[CH3:13]. The yield is 0.600.